From a dataset of Forward reaction prediction with 1.9M reactions from USPTO patents (1976-2016). Predict the product of the given reaction. (1) The product is: [CH2:12]1[C:13]2[C:18](=[CH:17][CH:16]=[CH:15][CH:14]=2)[CH2:19][CH2:20][N:11]1[CH2:10][CH:9]([OH:21])[CH2:8][NH:7][C:5](=[O:6])[C:4]1[CH:22]=[CH:23][CH:24]=[C:2]([NH:1][CH:30]2[CH2:29][CH2:28][O:27][C:26]([CH3:33])([CH3:25])[CH2:31]2)[CH:3]=1. Given the reactants [NH2:1][C:2]1[CH:3]=[C:4]([CH:22]=[CH:23][CH:24]=1)[C:5]([NH:7][CH2:8][CH:9]([OH:21])[CH2:10][N:11]1[CH2:20][CH2:19][C:18]2[C:13](=[CH:14][CH:15]=[CH:16][CH:17]=2)[CH2:12]1)=[O:6].[CH3:25][C:26]1([CH3:33])[CH2:31][C:30](=O)[CH2:29][CH2:28][O:27]1.CC(O)=O.[BH3-]C#N.[Na+], predict the reaction product. (2) Given the reactants [NH:1]1[C:9]2[C:4](=[C:5]([O:10][CH2:11][C@H:12]3[CH2:16][CH2:15][CH2:14][N:13]3C(OC(C)(C)C)=O)[CH:6]=[CH:7][CH:8]=2)[CH:3]=[CH:2]1.CC(C)([O-])C.[K+].[C:30]1([S:36]([Cl:39])(=[O:38])=[O:37])[CH:35]=[CH:34][CH:33]=[CH:32][CH:31]=1, predict the reaction product. The product is: [ClH:39].[C:30]1([S:36]([N:1]2[C:9]3[C:4](=[C:5]([O:10][CH2:11][C@H:12]4[CH2:16][CH2:15][CH2:14][NH:13]4)[CH:6]=[CH:7][CH:8]=3)[CH:3]=[CH:2]2)(=[O:38])=[O:37])[CH:35]=[CH:34][CH:33]=[CH:32][CH:31]=1. (3) Given the reactants [NH2:1][C:2]1[CH:9]=[CH:8][C:5]([C:6]#[N:7])=[CH:4][C:3]=1[F:10].[Br:11]N1C(=O)CCC1=O, predict the reaction product. The product is: [NH2:1][C:2]1[C:3]([F:10])=[CH:4][C:5]([C:6]#[N:7])=[CH:8][C:9]=1[Br:11]. (4) Given the reactants [CH3:1][S:2]([N:5]1[C:18]2[C:13](=[CH:14][CH:15]=[CH:16][CH:17]=2)[C:7]2([CH2:12][CH2:11][NH:10][CH2:9][CH2:8]2)[CH2:6]1)(=[O:4])=[O:3].[N:19]([C:22]1[CH:32]=[CH:31][C:25]([C:26]([O:28][CH2:29][CH3:30])=[O:27])=[CH:24][CH:23]=1)=[C:20]=[O:21], predict the reaction product. The product is: [CH3:1][S:2]([N:5]1[C:18]2[C:13](=[CH:14][CH:15]=[CH:16][CH:17]=2)[C:7]2([CH2:8][CH2:9][N:10]([C:20]([NH:19][C:22]3[CH:23]=[CH:24][C:25]([C:26]([O:28][CH2:29][CH3:30])=[O:27])=[CH:31][CH:32]=3)=[O:21])[CH2:11][CH2:12]2)[CH2:6]1)(=[O:3])=[O:4]. (5) Given the reactants [O:1]1[C:5]2[CH:6]=[CH:7][C:8]([C@@H:10]([NH:21][C@H:22]([C:27]([O:29][CH3:30])=[O:28])[CH2:23][CH:24]([CH3:26])[CH3:25])[C:11]([NH:13][C:14]3C=CC=CC=3O)=[O:12])=[CH:9][C:4]=2[CH:3]=[CH:2]1.[C:31](N1C=CN=C1)(N1C=CN=C1)=S.[NH2+]1C2C=CC=CC=2N=N1.CNC, predict the reaction product. The product is: [O:1]1[C:5]2[CH:6]=[CH:7][C:8]([CH:10]([NH:21][C@H:22]([C:27]([O:29][CH3:30])=[O:28])[CH2:23][CH:24]([CH3:25])[CH3:26])[C:11]([N:13]([CH3:14])[CH3:31])=[O:12])=[CH:9][C:4]=2[CH:3]=[CH:2]1. (6) Given the reactants C([NH:18][C@H:19]([C:25]([C@@:27]1([N:36]2[C:46]3[N:45]=[C:43]([NH2:44])[NH:42][C:40](=[O:41])[C:39]=3[N:38]=[CH:37]2)[O:35][C@H:32]([CH2:33][OH:34])[C@@H:30]([OH:31])[C@H:28]1[OH:29])=[O:26])[CH2:20][CH2:21][CH2:22][CH2:23][NH2:24])(OCC1C2C(=CC=CC=2)C2C1=CC=CC=2)=O.N1CCCCC1, predict the reaction product. The product is: [NH2:18][C@H:19]([C:25]([C@@:27]1([N:36]2[C:46]3[N:45]=[C:43]([NH2:44])[NH:42][C:40](=[O:41])[C:39]=3[N:38]=[CH:37]2)[O:35][C@H:32]([CH2:33][OH:34])[C@@H:30]([OH:31])[C@H:28]1[OH:29])=[O:26])[CH2:20][CH2:21][CH2:22][CH2:23][NH2:24].